Dataset: Full USPTO retrosynthesis dataset with 1.9M reactions from patents (1976-2016). Task: Predict the reactants needed to synthesize the given product. (1) Given the product [N:12]1([C:8]2[O:7][C:6]([C:4]([OH:5])=[O:3])=[C:10]([CH3:11])[CH:9]=2)[CH2:16][CH2:15][CH2:14][CH2:13]1, predict the reactants needed to synthesize it. The reactants are: C([O:3][C:4]([C:6]1[O:7][C:8]([N:12]2[CH2:16][CH2:15][CH2:14][CH2:13]2)=[CH:9][C:10]=1[CH3:11])=[O:5])C.[OH-].[Na+].Cl. (2) Given the product [NH2:12][C:13]1[N:14]=[C:15]([C:28]2[CH:33]=[CH:32][C:31]([F:34])=[CH:30][CH:29]=2)[C:16]2[C:25](=[O:26])[C:24]3[C:19](=[C:20]([O:27][S:42]([C:45]([F:48])([F:47])[F:46])(=[O:44])=[O:43])[CH:21]=[CH:22][CH:23]=3)[C:17]=2[N:18]=1, predict the reactants needed to synthesize it. The reactants are: CC([O-])(C)C.[K+].CN(C=O)C.[NH2:12][C:13]1[N:14]=[C:15]([C:28]2[CH:33]=[CH:32][C:31]([F:34])=[CH:30][CH:29]=2)[C:16]2[C:25](=[O:26])[C:24]3[C:19](=[C:20]([OH:27])[CH:21]=[CH:22][CH:23]=3)[C:17]=2[N:18]=1.C1(N([S:42]([C:45]([F:48])([F:47])[F:46])(=[O:44])=[O:43])[S:42]([C:45]([F:48])([F:47])[F:46])(=[O:44])=[O:43])C=CC=CC=1. (3) Given the product [Br:12][C:13]1[CH:14]=[C:15]([O:8][C:7]2[C:2]([CH3:1])=[N:3][CH:4]=[CH:5][C:6]=2[CH3:9])[C:16]([C:19]#[N:20])=[N:17][CH:18]=1, predict the reactants needed to synthesize it. The reactants are: [CH3:1][C:2]1[C:7]([OH:8])=[C:6]([CH3:9])[CH:5]=[CH:4][N:3]=1.[H-].[Na+].[Br:12][C:13]1[CH:14]=[C:15]([N+]([O-])=O)[C:16]([C:19]#[N:20])=[N:17][CH:18]=1.[NH4+].[Cl-]. (4) The reactants are: [NH2:1][C:2]1[N:10]=[CH:9][CH:8]=[CH:7][C:3]=1[C:4]([OH:6])=O.[CH:11]([NH2:13])=O. Given the product [N:1]1[C:2]2[N:10]=[CH:9][CH:8]=[CH:7][C:3]=2[C:4]([OH:6])=[N:13][CH:11]=1, predict the reactants needed to synthesize it. (5) Given the product [CH2:18]([N:22]([CH2:23][C:24]1[CH:36]=[CH:35][C:27]([O:28][CH2:29][C:30]([O:32][CH2:33][CH3:34])=[O:31])=[C:26]([CH2:37][CH3:38])[CH:25]=1)[C:2]1[CH:7]=[N:6][CH:5]=[C:4]([C:8]2[CH:13]=[CH:12][C:11]([C:14]([F:17])([F:16])[F:15])=[CH:10][CH:9]=2)[N:3]=1)[CH2:19][CH2:20][CH3:21], predict the reactants needed to synthesize it. The reactants are: Cl[C:2]1[CH:7]=[N:6][CH:5]=[C:4]([C:8]2[CH:13]=[CH:12][C:11]([C:14]([F:17])([F:16])[F:15])=[CH:10][CH:9]=2)[N:3]=1.[CH2:18]([NH:22][CH2:23][C:24]1[CH:36]=[CH:35][C:27]([O:28][CH2:29][C:30]([O:32][CH2:33][CH3:34])=[O:31])=[C:26]([CH2:37][CH3:38])[CH:25]=1)[CH2:19][CH2:20][CH3:21].C(N(CC)C(C)C)(C)C. (6) Given the product [NH2:24][C:12]1[CH:13]=[N:14][N:15]([CH2:16][O:17][CH2:18][CH2:19][Si:20]([CH3:21])([CH3:23])[CH3:22])[C:11]=1[C:10]1[C:3]([O:2][CH3:1])=[N:4][CH:5]=[C:6]([CH:9]=1)[C:7]#[N:8], predict the reactants needed to synthesize it. The reactants are: [CH3:1][O:2][C:3]1[C:10]([C:11]2[N:15]([CH2:16][O:17][CH2:18][CH2:19][Si:20]([CH3:23])([CH3:22])[CH3:21])[N:14]=[CH:13][C:12]=2[N+:24]([O-])=O)=[CH:9][C:6]([C:7]#[N:8])=[CH:5][N:4]=1. (7) Given the product [CH2:1]([O:17][C:11](=[O:16])[CH2:12][C:13]([C:22]1[C:21]([Cl:20])=[CH:26][CH:25]=[CH:24][N:23]=1)=[O:15])[CH3:2], predict the reactants needed to synthesize it. The reactants are: [CH2:1](N(CC)CC)[CH3:2].[Cl-].[Mg+2].[Cl-].[C:11]([O-:17])(=[O:16])[CH2:12][C:13]([O-:15])=O.[K+].[K+].[Cl:20][C:21]1[C:22](C(Cl)=O)=[N:23][CH:24]=[CH:25][CH:26]=1. (8) Given the product [Cl:1][C:2]1[CH:3]=[C:4]([CH:25]=[CH:26][C:27]=1[Cl:28])[O:5][C:6]1[CH:11]=[CH:10][CH:9]=[CH:8][C:7]=1[NH:12][S:13]([C:16]1[CH:17]=[CH:18][C:19]([C:20]([NH:47][CH2:46][CH2:45][N:42]2[CH2:41][CH2:40][N:39]([C:34]3[CH:35]=[CH:36][CH:37]=[CH:38][N:33]=3)[CH2:44][CH2:43]2)=[O:22])=[CH:23][CH:24]=1)(=[O:15])=[O:14], predict the reactants needed to synthesize it. The reactants are: [Cl:1][C:2]1[CH:3]=[C:4]([CH:25]=[CH:26][C:27]=1[Cl:28])[O:5][C:6]1[CH:11]=[CH:10][CH:9]=[CH:8][C:7]=1[NH:12][S:13]([C:16]1[CH:24]=[CH:23][C:19]([C:20]([OH:22])=O)=[CH:18][CH:17]=1)(=[O:15])=[O:14].Cl.Cl.Cl.Cl.[N:33]1[CH:38]=[CH:37][CH:36]=[CH:35][C:34]=1[N:39]1[CH2:44][CH2:43][N:42]([CH2:45][CH2:46][NH2:47])[CH2:41][CH2:40]1.